This data is from Experimentally validated miRNA-target interactions with 360,000+ pairs, plus equal number of negative samples. The task is: Binary Classification. Given a miRNA mature sequence and a target amino acid sequence, predict their likelihood of interaction. (1) The miRNA is hsa-miR-548ak with sequence AAAAGUAACUGCGGUUUUUGA. The protein sequence of the target gene is MSFLLPKLTSKKEVDQAIKSTAEKVLVLRFGRDEDPVCLQLDDILSKTSSDLSKMAAIYLVDVDQTAVYTQYFDISYIPSTVFFFNGQHMKVDYGSPDHTKFVGSFKTKQDFIDLIEVIYRGAMRGKLIVQSPIDPKNIPKYDLLYQDI. Result: 0 (no interaction). (2) The miRNA is cel-miR-792-3p with sequence UUGAAAUCUCUUCAACUUUCAGA. The protein sequence of the target gene is MEYPGIKVDTVTSGIQRRVKGRIAKTNLNVSLASKIKAKILNNSSIFKISLKHNNRALARALSKEKENSRRITTEKMQLQKEVEKLNFENTFLRLKLNTLNKKLVEIESHVSNDLLTAIEISSLSEFHQGSFLLSATKKQRNSKQCKPAHLPYARVLLTSENDDDDGADDKWQTKCNNRTISKTSPDSTSSVSRQPSSLHQCNLKAFPPKEDNQKTCGSGHLEHTSSVDILPNESHSDQSPKSSLSEMKTAPSPSLRREKLSHGNVTMRKKCVSSTPDILYVTDLDHQPTSSPGSNWNNE.... Result: 0 (no interaction). (3) The miRNA is hsa-miR-6516-3p with sequence AUCAUGUAUGAUACUGCAAACA. The protein sequence of the target gene is MKRTRDEVDATLQIAKLNAAELLPAVHCLGFGPGASGAAAGDFCLLELEPTLCQQLEDGHSLVIRGDKDEQAVLCSKDKTYDLKIADTSNMLLFIPGCKTPDQLKKEDSHCNIIHTEIFGFSNNYWELRRRRPKLKKLKKLLMENPYEGPDSQKEKDSNSSKYTTEDLLDQIQASEEEIMTQLQVLNACKIGGYWRILEFDYEMKLLNHVTQLVDSESWSFGKVPLNTCLQELGPLEPEEMIEHCLKCYGKKYVDEGEVYFELDADKICRAAARMLLQNAVKFNLAEFQEVWQQSVPEGM.... Result: 0 (no interaction).